Dataset: NCI-60 drug combinations with 297,098 pairs across 59 cell lines. Task: Regression. Given two drug SMILES strings and cell line genomic features, predict the synergy score measuring deviation from expected non-interaction effect. (1) Drug 1: CNC(=O)C1=CC=CC=C1SC2=CC3=C(C=C2)C(=NN3)C=CC4=CC=CC=N4. Drug 2: CC1=C(C(=O)C2=C(C1=O)N3CC4C(C3(C2COC(=O)N)OC)N4)N. Cell line: ACHN. Synergy scores: CSS=34.4, Synergy_ZIP=-1.62, Synergy_Bliss=0.730, Synergy_Loewe=-22.2, Synergy_HSA=1.25. (2) Drug 1: C1CCC(C1)C(CC#N)N2C=C(C=N2)C3=C4C=CNC4=NC=N3. Drug 2: C1=NC2=C(N1)C(=S)N=C(N2)N. Cell line: SN12C. Synergy scores: CSS=34.3, Synergy_ZIP=8.80, Synergy_Bliss=10.0, Synergy_Loewe=10.3, Synergy_HSA=12.6. (3) Drug 1: CN(C)N=NC1=C(NC=N1)C(=O)N. Drug 2: CC(C)NC(=O)C1=CC=C(C=C1)CNNC.Cl. Cell line: SR. Synergy scores: CSS=10.1, Synergy_ZIP=6.85, Synergy_Bliss=7.39, Synergy_Loewe=6.83, Synergy_HSA=7.92. (4) Drug 1: CC(CN1CC(=O)NC(=O)C1)N2CC(=O)NC(=O)C2. Drug 2: CC12CCC3C(C1CCC2OP(=O)(O)O)CCC4=C3C=CC(=C4)OC(=O)N(CCCl)CCCl.[Na+]. Cell line: RXF 393. Synergy scores: CSS=12.7, Synergy_ZIP=-5.45, Synergy_Bliss=-0.781, Synergy_Loewe=-0.973, Synergy_HSA=0.629. (5) Drug 1: C1=NC2=C(N1)C(=S)N=CN2. Drug 2: CC1CCCC2(C(O2)CC(NC(=O)CC(C(C(=O)C(C1O)C)(C)C)O)C(=CC3=CSC(=N3)C)C)C. Cell line: MDA-MB-435. Synergy scores: CSS=57.8, Synergy_ZIP=-3.24, Synergy_Bliss=-3.69, Synergy_Loewe=-2.82, Synergy_HSA=0.0521. (6) Drug 1: CCCCC(=O)OCC(=O)C1(CC(C2=C(C1)C(=C3C(=C2O)C(=O)C4=C(C3=O)C=CC=C4OC)O)OC5CC(C(C(O5)C)O)NC(=O)C(F)(F)F)O. Drug 2: C1=CN(C=N1)CC(O)(P(=O)(O)O)P(=O)(O)O. Cell line: RXF 393. Synergy scores: CSS=-4.38, Synergy_ZIP=-0.887, Synergy_Bliss=-0.808, Synergy_Loewe=-6.33, Synergy_HSA=-4.99.